This data is from Choline transporter screen with 302,306 compounds. The task is: Binary Classification. Given a drug SMILES string, predict its activity (active/inactive) in a high-throughput screening assay against a specified biological target. (1) The drug is Clc1ccc(OCC(=O)Nc2c(NCC)c3c(oc2=O)cccc3)cc1. The result is 0 (inactive). (2) The drug is Clc1ccc(NC(=O)C(Sc2n(nnn2)c2ccccc2)C)nc1. The result is 0 (inactive). (3) The drug is S(=O)(=O)(N(c1ccc(C(C)C)cc1)CC(=O)NCCSCc1occc1)C. The result is 0 (inactive). (4) The drug is O=C1N(CC(=O)N2N=C(CC2c2ccc(OC)cc2)c2ccccc2)C(=O)NC1(CC)C. The result is 0 (inactive). (5) The compound is O=C(NC(Cc1ccccc1)C)c1ccc(N)cc1. The result is 0 (inactive). (6) The molecule is Fc1ccc(NC(=O)N(Cc2cc3c([nH]c2=O)cc2OCOc2c3)Cc2occc2)cc1. The result is 0 (inactive). (7) The compound is O=C1N(CCC1)CCCNC(=O)CCn1c2c(oc1=O)cccc2. The result is 0 (inactive). (8) The molecule is o1c(C2Cc3nc(ncc3C(=O)C2)Nc2cc(cc(c2)C)C)ccc1. The result is 0 (inactive). (9) The compound is o1c2c(c(c1C(=O)c1ccccc1)C)cc(c(O)c2)C(=O)C. The result is 0 (inactive).